The task is: Regression. Given a peptide amino acid sequence and an MHC pseudo amino acid sequence, predict their binding affinity value. This is MHC class I binding data.. This data is from Peptide-MHC class I binding affinity with 185,985 pairs from IEDB/IMGT. (1) The peptide sequence is ALFPIIWAL. The MHC is HLA-A02:01 with pseudo-sequence HLA-A02:01. The binding affinity (normalized) is 1.00. (2) The peptide sequence is RLFFKCIYRR. The MHC is HLA-A68:01 with pseudo-sequence HLA-A68:01. The binding affinity (normalized) is 0.586. (3) The peptide sequence is FLGSHSEPL. The MHC is HLA-A03:01 with pseudo-sequence HLA-A03:01. The binding affinity (normalized) is 0.0847.